This data is from Forward reaction prediction with 1.9M reactions from USPTO patents (1976-2016). The task is: Predict the product of the given reaction. (1) Given the reactants [CH:1]1[C:6]2[C:7]([N:16]3[CH2:21][CH2:20][N:19]([CH2:22][CH2:23][O:24][CH2:25][CH2:26][O:27]C(=O)C4C=CC=CC=4)[CH2:18][CH2:17]3)=[N:8][C:9]3[CH:15]=[CH:14][CH:13]=[CH:12][C:10]=3[S:11][C:5]=2[CH:4]=[CH:3][CH:2]=1.[OH-].[Na+], predict the reaction product. The product is: [CH:2]1[CH:3]=[CH:4][C:5]2[S:11][C:10]3[CH:12]=[CH:13][CH:14]=[CH:15][C:9]=3[N:8]=[C:7]([N:16]3[CH2:21][CH2:20][N:19]([CH2:22][CH2:23][O:24][CH2:25][CH2:26][OH:27])[CH2:18][CH2:17]3)[C:6]=2[CH:1]=1. (2) Given the reactants [CH:1]1[C:9]2[C:8]3[CH:10]=[CH:11][CH:12]=[CH:13][C:7]=3[S:6][C:5]=2[C:4]([C:14]2[CH:15]=[C:16](B3OC(C)(C)C(C)(C)O3)[CH:17]=[CH:18][CH:19]=2)=[CH:3][CH:2]=1.[Br:29][C:30]1[CH:35]=[CH:34][CH:33]=[C:32](Br)[CH:31]=1.C(=O)([O-])[O-].[K+].[K+], predict the reaction product. The product is: [Br:29][C:30]1[CH:31]=[C:32]([C:16]2[CH:17]=[CH:18][CH:19]=[C:14]([C:4]3[C:5]4[S:6][C:7]5[CH:13]=[CH:12][CH:11]=[CH:10][C:8]=5[C:9]=4[CH:1]=[CH:2][CH:3]=3)[CH:15]=2)[CH:33]=[CH:34][CH:35]=1. (3) Given the reactants C(NC(C)C)(C)C.[Cl:8][C:9]1[C:10]([O:24][C:25]2[CH:30]=[CH:29][CH:28]=[CH:27][CH:26]=2)=[CH:11][C:12]2[N:16]=[CH:15][N:14]([CH2:17][O:18][CH2:19][CH2:20][O:21][CH3:22])[C:13]=2[CH:23]=1.[Cl:31]N1C(=O)CCC1=O.[NH4+].[Cl-], predict the reaction product. The product is: [Cl:31][C:15]1[N:14]([CH2:17][O:18][CH2:19][CH2:20][O:21][CH3:22])[C:13]2[CH:23]=[C:9]([Cl:8])[C:10]([O:24][C:25]3[CH:30]=[CH:29][CH:28]=[CH:27][CH:26]=3)=[CH:11][C:12]=2[N:16]=1. (4) The product is: [Cl:1][C:2]1[CH:3]=[CH:4][C:5]([O:6][C:7]2[C:12]([F:13])=[CH:11][C:10]([CH2:14][O:15][C:20]3[CH:31]=[C:24]4[N:25]([CH3:30])[C@@H:26]([CH3:29])[CH2:27][CH2:28][N:23]4[C:22](=[O:32])[N:21]=3)=[CH:9][C:8]=2[F:16])=[CH:17][CH:18]=1. Given the reactants [Cl:1][C:2]1[CH:18]=[CH:17][C:5]([O:6][C:7]2[C:12]([F:13])=[CH:11][C:10]([CH2:14][OH:15])=[CH:9][C:8]=2[F:16])=[CH:4][CH:3]=1.Cl[C:20]1[CH:31]=[C:24]2[N:25]([CH3:30])[C@@H:26]([CH3:29])[CH2:27][CH2:28][N:23]2[C:22](=[O:32])[N:21]=1, predict the reaction product.